Dataset: Full USPTO retrosynthesis dataset with 1.9M reactions from patents (1976-2016). Task: Predict the reactants needed to synthesize the given product. (1) Given the product [CH2:52]([N:54]1[CH2:59][CH2:58][N:57]([S:60]([C:4]2[CH:3]=[CH:2][C:1]([C:7]3[CH:8]=[C:9]4[N:15]=[C:14]([CH2:16][CH2:17][CH:18]5[NH:24][C:23](=[O:25])[CH2:22][CH2:21][CH2:20][CH2:19]5)[NH:13][C:10]4=[N:11][CH:12]=3)=[CH:6][CH:5]=2)(=[O:61])=[O:62])[CH2:56][CH2:55]1)[CH3:53], predict the reactants needed to synthesize it. The reactants are: [C:1]1([C:7]2[CH:8]=[C:9]3[N:15]=[C:14]([CH2:16][CH2:17][CH:18]4[NH:24][C:23](=[O:25])[CH2:22][CH2:21][CH2:20][CH2:19]4)[NH:13][C:10]3=[N:11][CH:12]=2)[CH:6]=[CH:5][CH:4]=[CH:3][CH:2]=1.BrC1C=C2N=C(CCC3NC(=O)CCCC3)NC2=NC=1.C(=O)([O-])[O-].[Na+].[Na+].[CH2:52]([N:54]1[CH2:59][CH2:58][N:57]([S:60](C2C=CC(B3OC(C)(C)C(C)(C)O3)=CC=2)(=[O:62])=[O:61])[CH2:56][CH2:55]1)[CH3:53]. (2) The reactants are: [NH2:1][C:2]1[NH:3][C:4](=O)[C:5]2[CH:10]=[CH:9][NH:8][C:6]=2[N:7]=1.CN(C)C1C=CC=CC=1.O=P(Cl)(Cl)[Cl:23]. Given the product [Cl:23][C:4]1[C:5]2[CH:10]=[CH:9][NH:8][C:6]=2[N:7]=[C:2]([NH2:1])[N:3]=1, predict the reactants needed to synthesize it. (3) The reactants are: Cl.[NH2:2][CH2:3][C:4]1[CH:5]=[C:6]2[C:10](=[CH:11][CH:12]=1)[C:9](=[O:13])[N:8]([CH:14]1[CH2:19][CH2:18][C:17](=[O:20])[NH:16][C:15]1=[O:21])[C:7]2=[O:22].[C:23](Cl)(=[O:28])[CH2:24][CH2:25][CH2:26][CH3:27].CCN(C(C)C)C(C)C. Given the product [O:21]=[C:15]1[CH:14]([N:8]2[C:7](=[O:22])[C:6]3[C:10](=[CH:11][CH:12]=[C:4]([CH2:3][NH:2][C:23](=[O:28])[CH2:24][CH2:25][CH2:26][CH3:27])[CH:5]=3)[C:9]2=[O:13])[CH2:19][CH2:18][C:17](=[O:20])[NH:16]1, predict the reactants needed to synthesize it. (4) The reactants are: [F:1][C:2]([F:23])([F:22])[C:3]1[CH:4]=[C:5]([P:13]2[C:19]3[CH2:20][CH2:21][C:14]2=[CH:15][CH:16]=[CH:17][CH:18]=3)[CH:6]=[C:7]([C:9]([F:12])([F:11])[F:10])[CH:8]=1.[OH:24]O.O. Given the product [F:10][C:9]([F:12])([F:11])[C:7]1[CH:6]=[C:5]([P:13]2(=[O:24])[C:14]3[CH2:21][CH2:20][C:19]2=[CH:18][CH:17]=[CH:16][CH:15]=3)[CH:4]=[C:3]([C:2]([F:1])([F:22])[F:23])[CH:8]=1, predict the reactants needed to synthesize it.